From a dataset of Full USPTO retrosynthesis dataset with 1.9M reactions from patents (1976-2016). Predict the reactants needed to synthesize the given product. (1) Given the product [Si:25]([O:15][C@@H:9]1[C:8]2[C:13](=[CH:14][C:5]([C:3]([O:2][CH3:1])=[O:4])=[CH:6][CH:7]=2)[O:12][CH2:11][CH2:10]1)([C:22]([CH3:24])([CH3:23])[CH3:21])([CH3:27])[CH3:26], predict the reactants needed to synthesize it. The reactants are: [CH3:1][O:2][C:3]([C:5]1[CH:14]=[C:13]2[C:8]([C@@H:9]([OH:15])[CH2:10][CH2:11][O:12]2)=[CH:7][CH:6]=1)=[O:4].N1C=CN=C1.[CH3:21][C:22]([Si:25](Cl)([CH3:27])[CH3:26])([CH3:24])[CH3:23]. (2) The reactants are: C[O:2][C:3](=[O:45])[C:4]1[CH:9]=[CH:8][C:7]([O:10][C:11]2[CH:16]=[CH:15][C:14]([CH2:17][C@@H:18]([C:28]3[N:29]([CH2:41][CH2:42][CH2:43][CH3:44])[CH:30]=[C:31]([C:33]4[CH:38]=[CH:37][C:36]([Cl:39])=[CH:35][C:34]=4[Cl:40])[N:32]=3)[NH:19][C:20](=[O:27])[CH2:21][CH2:22][CH2:23][C:24]([OH:26])=O)=[CH:13][CH:12]=2)=[CH:6][CH:5]=1.[F:46][C:47]1[CH:48]=[C:49]([CH:52]=[CH:53][CH:54]=1)[CH2:50][NH2:51]. Given the product [CH2:41]([N:29]1[CH:30]=[C:31]([C:33]2[CH:38]=[CH:37][C:36]([Cl:39])=[CH:35][C:34]=2[Cl:40])[N:32]=[C:28]1[C@@H:18]([NH:19][C:20](=[O:27])[CH2:21][CH2:22][CH2:23][C:24](=[O:26])[NH:51][CH2:50][C:49]1[CH:52]=[CH:53][CH:54]=[C:47]([F:46])[CH:48]=1)[CH2:17][C:14]1[CH:13]=[CH:12][C:11]([O:10][C:7]2[CH:6]=[CH:5][C:4]([C:3]([OH:2])=[O:45])=[CH:9][CH:8]=2)=[CH:16][CH:15]=1)[CH2:42][CH2:43][CH3:44], predict the reactants needed to synthesize it. (3) Given the product [C:25]([O:29][C:30]([N:32]1[CH2:37][CH2:36][O:35][CH2:34][C@H:33]1[CH:38]=[C:20]([Br:24])[Br:21])=[O:31])([CH3:28])([CH3:26])[CH3:27], predict the reactants needed to synthesize it. The reactants are: C1(P(C2C=CC=CC=2)C2C=CC=CC=2)C=CC=CC=1.[C:20]([Br:24])(Br)(Br)[Br:21].[C:25]([O:29][C:30]([N:32]1[CH2:37][CH2:36][O:35][CH2:34][C@H:33]1[CH:38]=O)=[O:31])([CH3:28])([CH3:27])[CH3:26].C(=O)([O-])O.[Na+].